From a dataset of Retrosynthesis with 50K atom-mapped reactions and 10 reaction types from USPTO. Predict the reactants needed to synthesize the given product. (1) The reactants are: CI.COc1ccc(CN2CCc3n[nH]c4nc(SC)nc2c34)cc1. Given the product COc1ccc(CN2CCc3nn(C)c4nc(SC)nc2c34)cc1, predict the reactants needed to synthesize it. (2) Given the product Cn1c(=O)n(C2CCN(C(=O)CCCc3nc4ccccc4c(=O)[nH]3)CC2)c2ccc(Cl)cc21, predict the reactants needed to synthesize it. The reactants are: Cn1c(=O)n(C2CCNCC2)c2ccc(Cl)cc21.O=C(O)CCCc1nc2ccccc2c(=O)[nH]1. (3) Given the product CCCc1ccc(-n2ncc3c2CCc2cc(O)ccc2-3)cc1, predict the reactants needed to synthesize it. The reactants are: CCCc1ccc(-n2ncc3c2CCc2cc(OC)ccc2-3)cc1. (4) Given the product COc1cc(OC)c(F)c(-c2ncc3c(-c4ccnc(N5CCN(C)CC5)c4)n[nH]c3n2)c1F, predict the reactants needed to synthesize it. The reactants are: CN1CCN(c2cc(B3OC(C)(C)C(C)(C)O3)ccn2)CC1.COc1cc(OC)c(F)c(-c2ncc3c(I)n[nH]c3n2)c1F.